Dataset: Forward reaction prediction with 1.9M reactions from USPTO patents (1976-2016). Task: Predict the product of the given reaction. (1) Given the reactants [S:1]([NH2:5])(N)(=[O:3])=[O:2].[CH3:6]N.[F:8][C:9]([F:14])([F:13])[C:10]([OH:12])=[O:11].[NH2:15][CH2:16][C:17]1[C:18]([C:22]2[N:26]([C:27]3[CH:32]=[CH:31][C:30]([F:33])=[C:29]([Cl:34])[CH:28]=3)C(=O)[O:24][N:23]=2)=[N:19][O:20][N:21]=1.[OH-].[Na+], predict the reaction product. The product is: [F:8][C:9]([F:14])([F:13])[C:10]([OH:12])=[O:11].[Cl:34][C:29]1[CH:28]=[C:27]([NH:26][C:22]([C:18]2[C:17]([CH2:16][NH:15][S:1]([NH:5][CH3:6])(=[O:3])=[O:2])=[N:21][O:20][N:19]=2)=[N:23][OH:24])[CH:32]=[CH:31][C:30]=1[F:33]. (2) The product is: [CH3:23][C:24]([CH3:28])([CH3:27])[C:25]#[C:26][C:2]1[CH:7]=[CH:6][C:5]([CH2:8][CH2:9][S:10]([NH:13][C:14]2[CH:18]=[CH:17][S:16][C:15]=2[S:19]([NH2:22])(=[O:21])=[O:20])(=[O:12])=[O:11])=[CH:4][CH:3]=1. Given the reactants Br[C:2]1[CH:7]=[CH:6][C:5]([CH2:8][CH2:9][S:10]([NH:13][C:14]2[CH:18]=[CH:17][S:16][C:15]=2[S:19]([NH2:22])(=[O:21])=[O:20])(=[O:12])=[O:11])=[CH:4][CH:3]=1.[CH3:23][C:24]([CH3:28])([CH3:27])[C:25]#[CH:26], predict the reaction product. (3) Given the reactants [Br:1][C:2]1[CH:3]=[C:4]([O:10][CH3:11])[C:5]([CH2:8][OH:9])=[N:6][CH:7]=1.[H-].[Na+].CI.[CH3:16]COC(C)=O, predict the reaction product. The product is: [Br:1][C:2]1[CH:3]=[C:4]([O:10][CH3:11])[C:5]([CH2:8][O:9][CH3:16])=[N:6][CH:7]=1. (4) The product is: [C:23]([SiH2:27][O:28][C:29]([CH3:41])([CH3:40])[C:30]1[CH:31]=[C:32]([CH2:37][CH2:38][NH:39][C:45](=[O:46])[CH2:44][C:43]([F:49])([F:48])[F:42])[CH:33]=[CH:34][C:35]=1[Cl:36])([CH3:26])([CH3:25])[CH3:24]. Given the reactants CN(C(ON1N=NC2C=CC=CC1=2)=[N+](C)C)C.[B-](F)(F)(F)F.[C:23]([SiH2:27][O:28][C:29]([CH3:41])([CH3:40])[C:30]1[CH:31]=[C:32]([CH2:37][CH2:38][NH2:39])[CH:33]=[CH:34][C:35]=1[Cl:36])([CH3:26])([CH3:25])[CH3:24].[F:42][C:43]([F:49])([F:48])[CH2:44][C:45](O)=[O:46].CCN(C(C)C)C(C)C, predict the reaction product. (5) Given the reactants [NH2:1][C:2]1[N:7]=[C:6]([N:8]2[C:16]3[C:11](=[CH:12][CH:13]=[C:14](I)[CH:15]=3)[C:10]([C:18]([OH:21])([CH3:20])[CH3:19])=[N:9]2)[C:5]([Cl:22])=[CH:4][N:3]=1.[CH3:23][C:24]1[O:28][N:27]=[C:26]([C@:29]([OH:33])([C:31]#[CH:32])[CH3:30])[N:25]=1, predict the reaction product. The product is: [NH2:1][C:2]1[N:7]=[C:6]([N:8]2[C:16]3[C:11](=[CH:12][CH:13]=[C:14]([C:32]#[C:31][C@:29]([C:26]4[N:25]=[C:24]([CH3:23])[O:28][N:27]=4)([OH:33])[CH3:30])[CH:15]=3)[C:10]([C:18]([OH:21])([CH3:20])[CH3:19])=[N:9]2)[C:5]([Cl:22])=[CH:4][N:3]=1. (6) Given the reactants C([O:5][C:6](=[O:22])[CH2:7][O:8][C:9]1[CH:10]=[N:11][C:12]([C:15]2[CH:20]=[CH:19][C:18]([F:21])=[CH:17][CH:16]=2)=[CH:13][CH:14]=1)(C)(C)C.[C:23]([OH:29])([C:25]([F:28])([F:27])[F:26])=[O:24], predict the reaction product. The product is: [F:26][C:25]([F:28])([F:27])[C:23]([OH:29])=[O:24].[F:21][C:18]1[CH:17]=[CH:16][C:15]([C:12]2[N:11]=[CH:10][C:9]([O:8][CH2:7][C:6]([OH:22])=[O:5])=[CH:14][CH:13]=2)=[CH:20][CH:19]=1. (7) Given the reactants C(OP([CH2:9][C:10]1[CH:15]=[CH:14][CH:13]=[C:12]([O:16][C:17]2[CH:22]=[CH:21][C:20]([F:23])=[CH:19][CH:18]=2)[CH:11]=1)(=O)OCC)C.[C:24]([O:28][C:29]([N:31]1[CH2:36][CH2:35][C:34](=O)[CH2:33][CH2:32]1)=[O:30])([CH3:27])([CH3:26])[CH3:25], predict the reaction product. The product is: [C:24]([O:28][C:29]([N:31]1[CH2:36][CH2:35][C:34](=[CH:9][C:10]2[CH:15]=[CH:14][CH:13]=[C:12]([O:16][C:17]3[CH:18]=[CH:19][C:20]([F:23])=[CH:21][CH:22]=3)[CH:11]=2)[CH2:33][CH2:32]1)=[O:30])([CH3:27])([CH3:25])[CH3:26].